Dataset: Catalyst prediction with 721,799 reactions and 888 catalyst types from USPTO. Task: Predict which catalyst facilitates the given reaction. (1) Reactant: [NH2:1][C:2]1[CH:3]=[C:4]([CH2:8][OH:9])[CH:5]=[CH:6][CH:7]=1.[C:10](O[C:10]([O:12][C:13]([CH3:16])([CH3:15])[CH3:14])=[O:11])([O:12][C:13]([CH3:16])([CH3:15])[CH3:14])=[O:11]. Product: [OH:9][CH2:8][C:4]1[CH:3]=[C:2]([NH:1][C:10](=[O:11])[O:12][C:13]([CH3:16])([CH3:15])[CH3:14])[CH:7]=[CH:6][CH:5]=1. The catalyst class is: 7. (2) Reactant: C(OC([N:8]1[CH2:13][C@H:12]([O:14][CH2:15][C:16]2[CH:25]=[C:24]([O:26][CH3:27])[C:23]3[C:18](=[CH:19][CH:20]=[CH:21][CH:22]=3)[CH:17]=2)[C@@H:11]([C:28]2[CH:33]=[CH:32][C:31]([O:34][CH2:35][CH2:36][CH2:37][O:38][CH2:39][C:40]3[CH:45]=[C:44]([F:46])[CH:43]=[CH:42][C:41]=3[O:47][CH3:48])=[CH:30][CH:29]=2)[C@H:10]([O:49][CH2:50][C@H:51]2[CH2:55][O:54]C(C)(C)[O:52]2)[CH2:9]1)=O)(C)(C)C.Cl. Product: [F:46][C:44]1[CH:43]=[CH:42][C:41]([O:47][CH3:48])=[C:40]([CH:45]=1)[CH2:39][O:38][CH2:37][CH2:36][CH2:35][O:34][C:31]1[CH:32]=[CH:33][C:28]([C@@H:11]2[C@@H:12]([O:14][CH2:15][C:16]3[CH:25]=[C:24]([O:26][CH3:27])[C:23]4[C:18](=[CH:19][CH:20]=[CH:21][CH:22]=4)[CH:17]=3)[CH2:13][NH:8][CH2:9][C@H:10]2[O:49][CH2:50][C@H:51]([OH:52])[CH2:55][OH:54])=[CH:29][CH:30]=1. The catalyst class is: 5. (3) Reactant: Cl[C:2]1[C:7]2[C:8](=[O:22])[N:9]([CH2:11][C:12]3[CH:17]=[CH:16][C:15]([O:18][CH3:19])=[CH:14][C:13]=3[O:20][CH3:21])[CH2:10][C:6]=2[C:5]([F:23])=[C:4]([NH:24][C@@H:25]2[CH2:30][CH2:29][CH2:28][CH2:27][C@@H:26]2[NH:31][C:32](=[O:38])[O:33][C:34]([CH3:37])([CH3:36])[CH3:35])[N:3]=1.CC1(C)C(C)(C)OB([C:47]2[CH:48]=[N:49][N:50]3[CH:55]=[CH:54][CH:53]=[CH:52][C:51]=23)O1.C(=O)([O-])[O-].[Na+].[Na+]. Product: [CH3:21][O:20][C:13]1[CH:14]=[C:15]([O:18][CH3:19])[CH:16]=[CH:17][C:12]=1[CH2:11][N:9]1[CH2:10][C:6]2[C:5]([F:23])=[C:4]([NH:24][C@@H:25]3[CH2:30][CH2:29][CH2:28][CH2:27][C@@H:26]3[NH:31][C:32](=[O:38])[O:33][C:34]([CH3:37])([CH3:36])[CH3:35])[N:3]=[C:2]([C:47]3[CH:48]=[N:49][N:50]4[CH:55]=[CH:54][CH:53]=[CH:52][C:51]=34)[C:7]=2[C:8]1=[O:22]. The catalyst class is: 108. (4) Reactant: [Cl:1][C:2]1[C:7]([NH:8][C:9](=[O:34])[C:10]2[CH:15]=[C:14]([CH2:16][C:17]3[C:18](=[O:29])[C:19]([O:27][CH3:28])=[C:20]([O:25][CH3:26])[C:21](=[O:24])[C:22]=3[CH3:23])[CH:13]=[CH:12][C:11]=2[O:30]C(=O)C)=[CH:6][CH:5]=[CH:4][N:3]=1.C(=O)([O-])O.[Na+]. Product: [Cl:1][C:2]1[C:7]([NH:8][C:9](=[O:34])[C:10]2[CH:15]=[C:14]([CH2:16][C:17]3[C:18](=[O:29])[C:19]([O:27][CH3:28])=[C:20]([O:25][CH3:26])[C:21](=[O:24])[C:22]=3[CH3:23])[CH:13]=[CH:12][C:11]=2[OH:30])=[CH:6][CH:5]=[CH:4][N:3]=1. The catalyst class is: 24. (5) Reactant: C(OC(=O)[NH:7][C:8]1[S:9][C:10]([C:34]2[CH:39]=[CH:38][N:37]=[CH:36][CH:35]=2)=[CH:11][C:12]=1[C:13]([N:15]1[CH2:20][CH2:19][CH:18]([N:21]2[CH2:33][CH2:32][CH2:31][C:23]3([C:27](=[O:28])[O:26][C:25]([CH3:30])([CH3:29])[CH2:24]3)[CH2:22]2)[CH2:17][CH2:16]1)=[O:14])(C)(C)C.C(=O)([O-])O.[Na+]. Product: [NH2:7][C:8]1[S:9][C:10]([C:34]2[CH:35]=[CH:36][N:37]=[CH:38][CH:39]=2)=[CH:11][C:12]=1[C:13]([N:15]1[CH2:20][CH2:19][CH:18]([N:21]2[CH2:33][CH2:32][CH2:31][C:23]3([C:27](=[O:28])[O:26][C:25]([CH3:30])([CH3:29])[CH2:24]3)[CH2:22]2)[CH2:17][CH2:16]1)=[O:14]. The catalyst class is: 55.